From a dataset of Full USPTO retrosynthesis dataset with 1.9M reactions from patents (1976-2016). Predict the reactants needed to synthesize the given product. (1) Given the product [Br:1][C:2]1[CH:13]=[CH:12][C:5]([N:6]([CH2:25][C:24]([F:28])([F:27])[F:23])[CH2:7][C:8]([F:10])([F:9])[F:11])=[CH:4][C:3]=1[C:14]([F:15])([F:16])[F:17], predict the reactants needed to synthesize it. The reactants are: [Br:1][C:2]1[CH:13]=[CH:12][C:5]([NH:6][CH2:7][C:8]([F:11])([F:10])[F:9])=[CH:4][C:3]=1[C:14]([F:17])([F:16])[F:15].[BH3-]C#N.[Na+].O.[F:23][C:24]([F:28])([F:27])[CH:25]=O. (2) Given the product [CH2:1]([O:3][C:4](=[O:23])[CH2:5][CH2:6][C:7]1[CH:8]=[CH:9][C:10]([CH2:13][N:14]2[CH:19]=[C:18]([CH3:20])[C:17](=[O:21])[NH:16][C:15]2=[O:22])=[CH:11][CH:12]=1)[CH3:2], predict the reactants needed to synthesize it. The reactants are: [CH2:1]([O:3][C:4](=[O:23])[CH:5]=[CH:6][C:7]1[CH:12]=[CH:11][C:10]([CH2:13][N:14]2[CH:19]=[C:18]([CH3:20])[C:17](=[O:21])[NH:16][C:15]2=[O:22])=[CH:9][CH:8]=1)[CH3:2].[H][H]. (3) Given the product [CH2:1]([O:3][P:4]([C:9]1[N:10]([C:20]2[CH:25]=[CH:24][C:23]([O:26][CH:27]([CH3:29])[CH3:28])=[CH:22][CH:21]=2)[C:11]2[C:16]([C:17]=1[CH3:18])=[CH:15][C:14]([C:34]1[CH:35]=[CH:36][C:31]([Cl:30])=[C:32]([O:40][C:41]([F:43])([F:44])[F:42])[CH:33]=1)=[CH:13][CH:12]=2)(=[O:8])[O:5][CH2:6][CH3:7])[CH3:2], predict the reactants needed to synthesize it. The reactants are: [CH2:1]([O:3][P:4]([C:9]1[N:10]([C:20]2[CH:25]=[CH:24][C:23]([O:26][CH:27]([CH3:29])[CH3:28])=[CH:22][CH:21]=2)[C:11]2[C:16]([C:17]=1[CH3:18])=[CH:15][C:14](Br)=[CH:13][CH:12]=2)(=[O:8])[O:5][CH2:6][CH3:7])[CH3:2].[Cl:30][C:31]1[CH:36]=[CH:35][C:34](B(O)O)=[CH:33][C:32]=1[O:40][C:41]([F:44])([F:43])[F:42]. (4) Given the product [CH3:1][O:2][C:3]1[CH:8]=[CH:7][N:6]([CH3:10])[C:5](=[O:9])[CH:4]=1, predict the reactants needed to synthesize it. The reactants are: [CH3:1][O:2][C:3]1[CH:8]=[CH:7][NH:6][C:5](=[O:9])[CH:4]=1.[C:10](=O)([O-])[O-].[K+].[K+].IC. (5) Given the product [CH3:1][CH:2]([CH2:13][CH2:14][CH2:15][C:16]1[CH:17]=[CH:18][CH:19]=[CH:20][CH:21]=1)[C:3]([O:5][CH2:6][CH3:7])=[O:4], predict the reactants needed to synthesize it. The reactants are: [CH3:1][C:2]([CH2:13][CH2:14][CH2:15][C:16]1[CH:21]=[CH:20][CH:19]=[CH:18][CH:17]=1)(C(OCC)=O)[C:3]([O:5][CH2:6][CH3:7])=[O:4].[OH-].[K+].